From a dataset of NCI-60 drug combinations with 297,098 pairs across 59 cell lines. Regression. Given two drug SMILES strings and cell line genomic features, predict the synergy score measuring deviation from expected non-interaction effect. (1) Drug 1: C1CCN(CC1)CCOC2=CC=C(C=C2)C(=O)C3=C(SC4=C3C=CC(=C4)O)C5=CC=C(C=C5)O. Drug 2: CC12CCC3C(C1CCC2O)C(CC4=C3C=CC(=C4)O)CCCCCCCCCS(=O)CCCC(C(F)(F)F)(F)F. Cell line: EKVX. Synergy scores: CSS=3.65, Synergy_ZIP=-0.449, Synergy_Bliss=-0.778, Synergy_Loewe=-0.175, Synergy_HSA=-1.32. (2) Drug 1: C1=C(C(=O)NC(=O)N1)F. Drug 2: CC1=C2C(C(=O)C3(C(CC4C(C3C(C(C2(C)C)(CC1OC(=O)C(C(C5=CC=CC=C5)NC(=O)C6=CC=CC=C6)O)O)OC(=O)C7=CC=CC=C7)(CO4)OC(=O)C)O)C)OC(=O)C. Cell line: HL-60(TB). Synergy scores: CSS=39.8, Synergy_ZIP=-21.5, Synergy_Bliss=-31.0, Synergy_Loewe=-27.4, Synergy_HSA=-23.0. (3) Drug 1: CN1C2=C(C=C(C=C2)N(CCCl)CCCl)N=C1CCCC(=O)O.Cl. Drug 2: C1CN(CCN1C(=O)CCBr)C(=O)CCBr. Cell line: NCI-H226. Synergy scores: CSS=3.67, Synergy_ZIP=0.944, Synergy_Bliss=2.54, Synergy_Loewe=2.61, Synergy_HSA=0.884. (4) Drug 1: CCC1=CC2CC(C3=C(CN(C2)C1)C4=CC=CC=C4N3)(C5=C(C=C6C(=C5)C78CCN9C7C(C=CC9)(C(C(C8N6C)(C(=O)OC)O)OC(=O)C)CC)OC)C(=O)OC.C(C(C(=O)O)O)(C(=O)O)O. Drug 2: C1=CN(C(=O)N=C1N)C2C(C(C(O2)CO)O)O.Cl. Cell line: MCF7. Synergy scores: CSS=48.6, Synergy_ZIP=4.10, Synergy_Bliss=5.36, Synergy_Loewe=4.65, Synergy_HSA=8.97. (5) Drug 1: C1CC(=O)NC(=O)C1N2CC3=C(C2=O)C=CC=C3N. Drug 2: CC1C(C(CC(O1)OC2CC(CC3=C2C(=C4C(=C3O)C(=O)C5=C(C4=O)C(=CC=C5)OC)O)(C(=O)CO)O)N)O.Cl. Cell line: UACC-257. Synergy scores: CSS=35.4, Synergy_ZIP=-0.317, Synergy_Bliss=-1.44, Synergy_Loewe=-5.18, Synergy_HSA=0.715. (6) Drug 1: C1=CC=C(C=C1)NC(=O)CCCCCCC(=O)NO. Drug 2: CN1C2=C(C=C(C=C2)N(CCCl)CCCl)N=C1CCCC(=O)O.Cl. Cell line: HOP-92. Synergy scores: CSS=17.3, Synergy_ZIP=-6.37, Synergy_Bliss=-3.30, Synergy_Loewe=-45.0, Synergy_HSA=-3.81. (7) Drug 1: CC1=C2C(C(=O)C3(C(CC4C(C3C(C(C2(C)C)(CC1OC(=O)C(C(C5=CC=CC=C5)NC(=O)C6=CC=CC=C6)O)O)OC(=O)C7=CC=CC=C7)(CO4)OC(=O)C)O)C)OC(=O)C. Drug 2: CN(CC1=CN=C2C(=N1)C(=NC(=N2)N)N)C3=CC=C(C=C3)C(=O)NC(CCC(=O)O)C(=O)O. Cell line: SF-539. Synergy scores: CSS=28.7, Synergy_ZIP=-9.64, Synergy_Bliss=-3.20, Synergy_Loewe=-34.0, Synergy_HSA=-2.63. (8) Cell line: M14. Drug 1: C1=CC(=CC=C1CCCC(=O)O)N(CCCl)CCCl. Drug 2: CN1C2=C(C=C(C=C2)N(CCCl)CCCl)N=C1CCCC(=O)O.Cl. Synergy scores: CSS=2.29, Synergy_ZIP=3.99, Synergy_Bliss=4.10, Synergy_Loewe=-3.01, Synergy_HSA=2.22. (9) Synergy scores: CSS=-2.24, Synergy_ZIP=0.656, Synergy_Bliss=-1.23, Synergy_Loewe=-2.66, Synergy_HSA=-3.68. Drug 1: C1=NC2=C(N=C(N=C2N1C3C(C(C(O3)CO)O)O)F)N. Drug 2: C1=CC=C(C(=C1)C(C2=CC=C(C=C2)Cl)C(Cl)Cl)Cl. Cell line: MDA-MB-435. (10) Drug 1: CC1OCC2C(O1)C(C(C(O2)OC3C4COC(=O)C4C(C5=CC6=C(C=C35)OCO6)C7=CC(=C(C(=C7)OC)O)OC)O)O. Drug 2: CCC1=C2CN3C(=CC4=C(C3=O)COC(=O)C4(CC)O)C2=NC5=C1C=C(C=C5)O. Cell line: HT29. Synergy scores: CSS=37.1, Synergy_ZIP=-7.86, Synergy_Bliss=2.08, Synergy_Loewe=-3.47, Synergy_HSA=4.48.